Dataset: Peptide-MHC class II binding affinity with 134,281 pairs from IEDB. Task: Regression. Given a peptide amino acid sequence and an MHC pseudo amino acid sequence, predict their binding affinity value. This is MHC class II binding data. (1) The peptide sequence is SQDLELSSNLNGLQAY. The MHC is DRB1_0802 with pseudo-sequence DRB1_0802. The binding affinity (normalized) is 0.112. (2) The peptide sequence is RLMSMKSVQNNTVLK. The MHC is DRB1_0405 with pseudo-sequence DRB1_0405. The binding affinity (normalized) is 0.766. (3) The peptide sequence is DEAHFTDPASIAARG. The MHC is DRB1_0802 with pseudo-sequence DRB1_0802. The binding affinity (normalized) is 0.215. (4) The peptide sequence is EHELYVAVLSNALHR. The MHC is DRB1_1501 with pseudo-sequence DRB1_1501. The binding affinity (normalized) is 0.640. (5) The peptide sequence is SQDLELSWNLNNLQAY. The MHC is DRB1_0401 with pseudo-sequence DRB1_0401. The binding affinity (normalized) is 0.545. (6) The peptide sequence is TPTEKDEYCARVNH. The MHC is DRB1_0802 with pseudo-sequence DRB1_0802. The binding affinity (normalized) is 0. (7) The peptide sequence is TYPRTNTGSGTP. The MHC is DRB1_1302 with pseudo-sequence DRB1_1302. The binding affinity (normalized) is 0.323. (8) The peptide sequence is KGNFQRLAITKGKVD. The MHC is HLA-DPA10103-DPB10401 with pseudo-sequence HLA-DPA10103-DPB10401. The binding affinity (normalized) is 0.359. (9) The peptide sequence is SGVLLNHFGLVEARY. The MHC is HLA-DQA10401-DQB10402 with pseudo-sequence HLA-DQA10401-DQB10402. The binding affinity (normalized) is 0.126. (10) The peptide sequence is EAKYDAYVATVSEAL. The MHC is HLA-DPA10103-DPB10401 with pseudo-sequence HLA-DPA10103-DPB10401. The binding affinity (normalized) is 0.407.